The task is: Predict which catalyst facilitates the given reaction.. This data is from Catalyst prediction with 721,799 reactions and 888 catalyst types from USPTO. (1) Reactant: [CH3:1][O:2][C:3]1[C:4]([CH3:32])=[C:5]([C:23]([O:30][CH3:31])=[C:24]([O:28][CH3:29])[C:25]=1[O:26][CH3:27])[CH2:6][C:7]1[C:8]([O:15][CH2:16][C:17]2[CH:22]=[CH:21][CH:20]=[CH:19][CH:18]=2)=[C:9]([CH:12]=[CH:13][CH:14]=1)[CH:10]=[O:11].P([O-])(O)(O)=[O:34].[Na+].Cl[O-].[Na+].OO. Product: [CH3:1][O:2][C:3]1[C:4]([CH3:32])=[C:5]([C:23]([O:30][CH3:31])=[C:24]([O:28][CH3:29])[C:25]=1[O:26][CH3:27])[CH2:6][C:7]1[C:8]([O:15][CH2:16][C:17]2[CH:22]=[CH:21][CH:20]=[CH:19][CH:18]=2)=[C:9]([CH:12]=[CH:13][CH:14]=1)[C:10]([OH:34])=[O:11]. The catalyst class is: 47. (2) The catalyst class is: 126. Reactant: CO[CH:3]1[CH2:7][CH2:6][CH:5](OC)[O:4]1.Cl.[F:11][C:12]1[CH:19]=[CH:18][C:15]([CH2:16][NH2:17])=[CH:14][CH:13]=1.O=[C:21]([CH2:26]C(O)=O)[CH2:22]C(O)=O.C([O-])(=O)C.[Na+].[OH-].[Na+]. Product: [F:11][C:12]1[CH:19]=[CH:18][C:15]([CH2:16][N:17]2[CH:6]3[CH2:5][CH2:26][CH:21]2[CH2:22][C:3](=[O:4])[CH2:7]3)=[CH:14][CH:13]=1. (3) Reactant: [O-2].[Zn+2:2].[P:3](=[O:7])([OH:6])([OH:5])[OH:4]. Product: [P:3]([O-:7])([O-:6])([O-:5])=[O:4].[Zn+2:2].[P:3]([O-:7])([O-:6])([O-:5])=[O:4].[Zn+2:2].[Zn+2:2]. The catalyst class is: 6. (4) Reactant: BrC1C=C(C=CC=1)O[C:6]1[CH:11]=[CH:10][C:9]([C:12]2[N:16]([CH:17]3[CH2:22][CH2:21][CH2:20][CH2:19][CH2:18]3)[C:15]3[CH:23]=[CH:24][C:25]([C:27]([O:29][CH2:30][CH3:31])=[O:28])=[CH:26][C:14]=3[N:13]=2)=[CH:8][CH:7]=1.[C:35]1(/[CH:43]=[CH:44]/C2C=CC=CC=2)[CH:40]=[CH:39][C:38](C=O)=[CH:37][CH:36]=1.C1C=CC2C(=NO[N+]=2[O-])C=1.C(OCC)(=O)C. Product: [CH:17]1([N:16]2[C:15]3[CH:23]=[CH:24][C:25]([C:27]([O:29][CH2:30][CH3:31])=[O:28])=[CH:26][C:14]=3[N:13]=[C:12]2[C:9]2[CH:10]=[CH:11][C:6](/[CH:44]=[CH:43]/[C:35]3[CH:40]=[CH:39][CH:38]=[CH:37][CH:36]=3)=[CH:7][CH:8]=2)[CH2:22][CH2:21][CH2:20][CH2:19][CH2:18]1. The catalyst class is: 449. (5) Reactant: [CH2:1]([N:3]1[CH2:9][CH2:8][C:7]2[C:10]([NH2:16])=[CH:11][CH:12]=[C:13]([O:14][CH3:15])[C:6]=2[CH2:5][CH2:4]1)[CH3:2].Cl[C:18]1[N:23]=[C:22]([NH:24][C:25]2[CH:34]=[CH:33][CH:32]=[CH:31][C:26]=2[C:27]([NH:29][CH3:30])=[O:28])[C:21]([Cl:35])=[CH:20][N:19]=1.C12(CS(O)(=O)=O)C(C)(C)C(CC1)CC2=O.[Na]. Product: [Cl:35][C:21]1[C:22]([NH:24][C:25]2[CH:34]=[CH:33][CH:32]=[CH:31][C:26]=2[C:27]([NH:29][CH3:30])=[O:28])=[N:23][C:18]([NH:16][C:10]2[C:7]3[CH2:8][CH2:9][N:3]([CH2:1][CH3:2])[CH2:4][CH2:5][C:6]=3[C:13]([O:14][CH3:15])=[CH:12][CH:11]=2)=[N:19][CH:20]=1. The catalyst class is: 666. (6) Reactant: [Cl:1][C:2]1[CH:3]=[C:4]([C@H:8]2[CH2:13][CH2:12][C:11](=[O:14])[N:10]([C@@H:15]([CH2:21][CH3:22])[C:16](OCC)=[O:17])[C@@H:9]2[C:23]2[CH:28]=[CH:27][C:26]([Cl:29])=[CH:25][CH:24]=2)[CH:5]=[CH:6][CH:7]=1.[BH4-].[Li+]. Product: [Cl:1][C:2]1[CH:3]=[C:4]([C@@H:8]2[C@@H:9]([C:23]3[CH:28]=[CH:27][C:26]([Cl:29])=[CH:25][CH:24]=3)[N:10]([C@@H:15]([CH2:21][CH3:22])[CH2:16][OH:17])[C:11](=[O:14])[CH2:12][CH2:13]2)[CH:5]=[CH:6][CH:7]=1. The catalyst class is: 28. (7) Reactant: [CH3:1][O:2][C:3](=[O:35])[CH2:4][C@H:5]1[C:9]2[CH:10]=[CH:11][C:12]([O:14][C@H:15]3[C:23]4[C:18](=[C:19]([O:25][C:26]5[CH:31]=[CH:30][C:29](Br)=[CH:28][C:27]=5[C:33]#[N:34])[CH:20]=[CH:21][C:22]=4[F:24])[CH2:17][CH2:16]3)=[CH:13][C:8]=2[O:7][CH2:6]1.[CH:36]([B-](F)(F)F)=[CH2:37].[K+].C([O-])([O-])=O.[Cs+].[Cs+].O. Product: [CH3:1][O:2][C:3](=[O:35])[CH2:4][CH:5]1[C:9]2[CH:10]=[CH:11][C:12]([O:14][CH:15]3[C:23]4[C:18](=[C:19]([O:25][C:26]5[CH:31]=[CH:30][C:29]([CH:36]=[CH2:37])=[CH:28][C:27]=5[C:33]#[N:34])[CH:20]=[CH:21][C:22]=4[F:24])[CH2:17][CH2:16]3)=[CH:13][C:8]=2[O:7][CH2:6]1. The catalyst class is: 11.